From a dataset of Retrosynthesis with 50K atom-mapped reactions and 10 reaction types from USPTO. Predict the reactants needed to synthesize the given product. (1) The reactants are: CSc1cc(-c2cncnc2Cl)ncn1.Cc1ccc(NC(=O)OC(C)(C)C)cc1N. Given the product CSc1cc(-c2cncnc2Nc2cc(NC(=O)OC(C)(C)C)ccc2C)ncn1, predict the reactants needed to synthesize it. (2) Given the product CN(C)Cc1ccc([C@H]2CC[C@H](OC(=O)c3ccc(Cl)cc3)CC2)cc1, predict the reactants needed to synthesize it. The reactants are: CN(C)Cc1ccc([C@H]2CC[C@H](O)CC2)cc1.O=C(Cl)c1ccc(Cl)cc1. (3) Given the product COc1c(C(C)O)cc(Cl)c(F)c1Br, predict the reactants needed to synthesize it. The reactants are: COc1c(C(C)=O)cc(Cl)c(F)c1Br. (4) The reactants are: C1CCNCC1.COc1cc([N+](=O)[O-])ccc1Br. Given the product COc1cc([N+](=O)[O-])ccc1N1CCCCC1, predict the reactants needed to synthesize it. (5) Given the product COc1ccc(N2C(CO)=Cc3ccsc3S2(=O)=O)cc1, predict the reactants needed to synthesize it. The reactants are: COC(=O)C1=Cc2ccsc2S(=O)(=O)N1c1ccc(OC)cc1. (6) Given the product CCOC(=O)c1cc(Cl)c(N2CCC(C(=O)OC(C)(C)C)CC2)nc1CN1CCCC1=O, predict the reactants needed to synthesize it. The reactants are: CC(C)(C)OC(=O)C1CCNCC1.CCOC(=O)c1cc(Cl)c(Cl)nc1CN1CCCC1=O. (7) Given the product COC(=O)c1ccc(NC(=O)[C@H]2[C@H](c3cccc(Cl)c3F)[C@@](C#N)(c3ccc(Cl)cc3F)[C@H](CC(C)(C)C)N2C)cc1OC, predict the reactants needed to synthesize it. The reactants are: C=O.COC(=O)c1ccc(NC(=O)[C@@H]2N[C@@H](CC(C)(C)C)[C@](C#N)(c3ccc(Cl)cc3F)[C@H]2c2cccc(Cl)c2F)cc1OC. (8) Given the product O=C1SC(Cc2ccc(OCc3cn4ccccc4n3)cc2)C(=O)N1C(c1ccccc1)(c1ccccc1)c1ccccc1, predict the reactants needed to synthesize it. The reactants are: O=C1SC(Cc2ccc(O)cc2)C(=O)N1C(c1ccccc1)(c1ccccc1)c1ccccc1.OCc1cn2ccccc2n1. (9) The reactants are: CC(C)S(=O)(=O)NCc1cccc(-c2cccc(S(C)(=O)=O)c2)c1.Fc1ccccc1CBr. Given the product CC(C)S(=O)(=O)N(Cc1cccc(-c2cccc(S(C)(=O)=O)c2)c1)Cc1ccccc1F, predict the reactants needed to synthesize it. (10) Given the product OC[C@H]1O[C@@H](n2cnc3c(NC4CCOC4)ncnc32)[C@@H](O)[C@H]1O, predict the reactants needed to synthesize it. The reactants are: NC1CCOC1.OC[C@H]1O[C@@H](n2cnc3c(Cl)ncnc32)[C@H](O)[C@@H]1O.